This data is from Volume of distribution at steady state (VDss) regression data from Lombardo et al.. The task is: Regression/Classification. Given a drug SMILES string, predict its absorption, distribution, metabolism, or excretion properties. Task type varies by dataset: regression for continuous measurements (e.g., permeability, clearance, half-life) or binary classification for categorical outcomes (e.g., BBB penetration, CYP inhibition). For this dataset (vdss_lombardo), we predict log10(VDss) (log10 of volume of distribution in L/kg). (1) The molecule is CC1(C)OC2CC3C4CC(F)C5=CC(=O)C=CC5(C)C4C(O)CC3(C)C2(C(=O)CO)O1. The log10(VDss) is 0.0300. (2) The drug is O=C([O-])CC(NC(=O)CP(=O)([O-])O)C(=O)[O-]. The log10(VDss) is -0.480. (3) The drug is Cc1ccc(Sc2ccccc2N2CC[NH2+]CC2)c(C)c1. The log10(VDss) is 1.55.